From a dataset of Forward reaction prediction with 1.9M reactions from USPTO patents (1976-2016). Predict the product of the given reaction. (1) Given the reactants [Cl:1][C:2]1[C:7]([F:8])=[CH:6][CH:5]=[C:4]([Cl:9])[C:3]=1[CH2:10][OH:11].[Cr](O[Cr]([O-])(=O)=O)([O-])(=O)=O.[NH+]1C=CC=CC=1.[NH+]1C=CC=CC=1, predict the reaction product. The product is: [Cl:1][C:2]1[C:7]([F:8])=[CH:6][CH:5]=[C:4]([Cl:9])[C:3]=1[CH:10]=[O:11]. (2) The product is: [S:31]1[C:27]2[CH:26]=[CH:25][CH:24]=[C:23]([O:22][C:19]3[CH:20]=[CH:21][C:16]([NH:15][C:13]4[C:14]5[N:6]([CH2:5][CH2:4][NH:3][C:33](=[O:35])[CH3:34])[CH:7]=[CH:8][C:9]=5[N:10]=[CH:11][N:12]=4)=[CH:17][C:18]=3[CH3:32])[C:28]=2[CH:29]=[N:30]1. Given the reactants Cl.Cl.[NH2:3][CH2:4][CH2:5][N:6]1[C:14]2[C:13]([NH:15][C:16]3[CH:21]=[CH:20][C:19]([O:22][C:23]4[C:28]5[CH:29]=[N:30][S:31][C:27]=5[CH:26]=[CH:25][CH:24]=4)=[C:18]([CH3:32])[CH:17]=3)=[N:12][CH:11]=[N:10][C:9]=2[CH:8]=[CH:7]1.[C:33](O)(=[O:35])[CH3:34].ON1C2C=CC=CC=2N=N1.Cl.C(N=C=NCCCN(C)C)C, predict the reaction product. (3) The product is: [F:13][C:14]([F:27])([F:26])[S:15]([NH:1][C:2]1[CH:3]=[CH:4][C:5]([C:6]([O:8][CH2:9][CH3:10])=[O:7])=[CH:11][CH:12]=1)(=[O:17])=[O:16]. Given the reactants [NH2:1][C:2]1[CH:12]=[CH:11][C:5]([C:6]([O:8][CH2:9][CH3:10])=[O:7])=[CH:4][CH:3]=1.[F:13][C:14]([F:27])([F:26])[S:15](O[S:15]([C:14]([F:27])([F:26])[F:13])(=[O:17])=[O:16])(=[O:17])=[O:16].C(N(CC)CC)C, predict the reaction product. (4) Given the reactants [NH2:1][C:2]1[N:6](C(NC)=O)[CH:5]=[N:4][C:3]=1[C:11]([NH2:13])=[O:12].CCN(CC)CC, predict the reaction product. The product is: [NH2:1][C:2]1[NH:6][CH:5]=[N:4][C:3]=1[C:11]([NH2:13])=[O:12]. (5) Given the reactants [NH2:1][C:2]1[C:11]2[C:6](=[CH:7][CH:8]=[CH:9][CH:10]=2)[C:5]([CH2:12][CH2:13][C:14]([OH:16])=O)=[CH:4][CH:3]=1.Cl.[CH3:18][O:19][C:20](=[O:34])[C:21]1[C:26]([OH:27])=[CH:25][CH:24]=[CH:23][C:22]=1[O:28][CH2:29][CH2:30][CH2:31][CH2:32][NH2:33].F[B-](F)(F)F.N1(OC(=[N+](C)C)N(C)C)C2C=CC=CC=2N=N1.C(N(CC)C(C)C)(C)C, predict the reaction product. The product is: [NH2:1][C:2]1[C:11]2[C:6](=[CH:7][CH:8]=[CH:9][CH:10]=2)[C:5]([CH2:12][CH2:13][C:14]([NH:33][CH2:32][CH2:31][CH2:30][CH2:29][O:28][C:22]2[CH:23]=[CH:24][CH:25]=[C:26]([OH:27])[C:21]=2[C:20]([O:19][CH3:18])=[O:34])=[O:16])=[CH:4][CH:3]=1. (6) Given the reactants [S:1]1[CH2:6][CH2:5][C:4](=[O:7])[CH2:3][CH2:2]1.[F:8][C:9]1[CH:14]=[CH:13][C:12]([CH2:15][C:16](Cl)=[O:17])=[CH:11][CH:10]=1, predict the reaction product. The product is: [F:8][C:9]1[CH:14]=[CH:13][C:12]([CH2:15][C:16]([CH:3]2[C:4](=[O:7])[CH2:5][CH2:6][S:1][CH2:2]2)=[O:17])=[CH:11][CH:10]=1. (7) Given the reactants Br[C:2]1[CH:3]=[C:4]2[C:9](=[CH:10][CH:11]=1)[NH:8][C:7](=[O:12])[CH2:6][CH2:5]2.[N:13]1[CH:18]=[CH:17][CH:16]=[C:15](B(O)O)[CH:14]=1.C(=O)([O-])[O-].[K+].[K+], predict the reaction product. The product is: [N:13]1[CH:18]=[CH:17][CH:16]=[C:15]([C:2]2[CH:3]=[C:4]3[C:9](=[CH:10][CH:11]=2)[NH:8][C:7](=[O:12])[CH2:6][CH2:5]3)[CH:14]=1.